Dataset: Reaction yield outcomes from USPTO patents with 853,638 reactions. Task: Predict the reaction yield, written as a fraction of the theoretical maximum amount of product (1.0 means a 100% yield; for example, 0.34 means a 34% yield). (1) The reactants are [F:1][C:2]1[CH:36]=[C:35]([F:37])[CH:34]=[CH:33][C:3]=1[CH2:4][N:5]([CH2:26][CH2:27][CH2:28][CH2:29][CH2:30][CH2:31][CH3:32])[C:6](=[O:25])[CH2:7][O:8][C:9]1[CH:14]=[CH:13][C:12]([CH2:15][C@H:16]([O:22][CH2:23][CH3:24])[C:17]([O:19]CC)=[O:18])=[CH:11][CH:10]=1.O.[OH-].[Li+]. The catalyst is C1COCC1. The product is [F:1][C:2]1[CH:36]=[C:35]([F:37])[CH:34]=[CH:33][C:3]=1[CH2:4][N:5]([CH2:26][CH2:27][CH2:28][CH2:29][CH2:30][CH2:31][CH3:32])[C:6](=[O:25])[CH2:7][O:8][C:9]1[CH:14]=[CH:13][C:12]([CH2:15][C@H:16]([O:22][CH2:23][CH3:24])[C:17]([OH:19])=[O:18])=[CH:11][CH:10]=1. The yield is 0.890. (2) The reactants are [CH:1]1([C:7]2[C:15]3[C:10](=[CH:11][C:12]([C:16]([OH:18])=[O:17])=[CH:13][CH:14]=3)[N:9]([CH2:19][C:20]([N:22]3[CH2:27][CH2:26][O:25][CH2:24][CH2:23]3)=[O:21])[C:8]=2[C:28]2[CH:33]=[CH:32][C:31](C3C=CC(N(C)C)=CC=3)=[CH:30][CH:29]=2)[CH2:6][CH2:5][CH2:4][CH2:3][CH2:2]1.COC([C:47]1[CH:55]=[C:54]2[C:50](C(C3CCCCC3)=C(C3C=CC(OS(C(F)(F)F)(=O)=O)=CC=3)[N:53]2CC(N2CCOCC2)=O)=[CH:49][CH:48]=1)=O.NC1C=C(B(O)O)C=CC=1. No catalyst specified. The product is [NH2:53][C:54]1[CH:50]=[C:49]([C:31]2[CH:32]=[CH:33][C:28]([C:8]3[N:9]([CH2:19][C:20]([N:22]4[CH2:27][CH2:26][O:25][CH2:24][CH2:23]4)=[O:21])[C:10]4[C:15]([C:7]=3[CH:1]3[CH2:6][CH2:5][CH2:4][CH2:3][CH2:2]3)=[CH:14][CH:13]=[C:12]([C:16]([OH:18])=[O:17])[CH:11]=4)=[CH:29][CH:30]=2)[CH:48]=[CH:47][CH:55]=1. The yield is 0.420. (3) The reactants are [Br:1][C:2]1[CH:3]=[CH:4][C:5]2=[C:6]([CH:15]=1)[O:7][CH2:8][CH2:9][C:10]([CH:13]=O)=[C:11]2Cl.C(=O)([O-])[O-].[K+].[K+].[C:22]([O:26][CH3:27])(=[O:25])[CH2:23][SH:24]. The catalyst is CN(C=O)C.O. The product is [Br:1][C:2]1[CH:3]=[CH:4][C:5]2[C:11]3[S:24][C:23]([C:22]([O:26][CH3:27])=[O:25])=[CH:13][C:10]=3[CH2:9][CH2:8][O:7][C:6]=2[CH:15]=1. The yield is 0.780. (4) The reactants are Cl[C:2]1[N:7]=[CH:6][N:5]=[C:4]2[N:8]([C:11]3[CH:16]=[CH:15][CH:14]=[CH:13][N:12]=3)[N:9]=[CH:10][C:3]=12.O.[NH2:18][NH2:19]. The catalyst is C(O)C. The product is [NH:18]([C:2]1[N:7]=[CH:6][N:5]=[C:4]2[N:8]([C:11]3[CH:16]=[CH:15][CH:14]=[CH:13][N:12]=3)[N:9]=[CH:10][C:3]=12)[NH2:19]. The yield is 0.910.